From a dataset of Full USPTO retrosynthesis dataset with 1.9M reactions from patents (1976-2016). Predict the reactants needed to synthesize the given product. Given the product [C:26]([C:13]1[C:12]([O:30][CH3:31])=[C:11](/[CH:10]=[CH:9]/[C:8]2[CH:7]=[CH:6][C:5]([NH:32][S:33]([CH3:36])(=[O:34])=[O:35])=[CH:4][C:3]=2[CH2:2][O:38][CH3:37])[CH:16]=[C:15]([C:17]2[C:18](=[O:25])[NH:19][C:20]([O:23][CH3:24])=[CH:21][CH:22]=2)[CH:14]=1)([CH3:28])([CH3:29])[CH3:27], predict the reactants needed to synthesize it. The reactants are: Br[CH2:2][C:3]1[CH:4]=[C:5]([NH:32][S:33]([CH3:36])(=[O:35])=[O:34])[CH:6]=[CH:7][C:8]=1/[CH:9]=[CH:10]/[C:11]1[CH:16]=[C:15]([C:17]2[C:18](=[O:25])[NH:19][C:20]([O:23][CH3:24])=[CH:21][CH:22]=2)[CH:14]=[C:13]([C:26]([CH3:29])([CH3:28])[CH3:27])[C:12]=1[O:30][CH3:31].[CH3:37][O-:38].[Na+].